Dataset: Forward reaction prediction with 1.9M reactions from USPTO patents (1976-2016). Task: Predict the product of the given reaction. (1) Given the reactants [CH3:1][NH:2][S:3]([CH:6]1[CH2:11][CH2:10][N:9]([C:12](OCC2C=CC=CC=2)=O)[CH2:8][CH2:7]1)(=[O:5])=[O:4].ClC1[N:28]=[C:27]([N:29]2[CH2:34][CH2:33][O:32][CH2:31][CH2:30]2)[N:26]=[C:25]([N:35]2[C:39]3[CH:40]=[CH:41][CH:42]=[C:43]([O:44][CH3:45])[C:38]=3[N:37]=[C:36]2[CH:46]([F:48])[F:47])[N:24]=1.CCN(C(C)C)C(C)C, predict the reaction product. The product is: [F:48][CH:46]([F:47])[C:36]1[N:35]([C:25]2[N:26]=[C:27]([N:29]3[CH2:30][CH2:31][O:32][CH2:33][CH2:34]3)[N:28]=[C:12]([N:9]3[CH2:8][CH2:7][CH:6]([S:3]([NH:2][CH3:1])(=[O:4])=[O:5])[CH2:11][CH2:10]3)[N:24]=2)[C:39]2[CH:40]=[CH:41][CH:42]=[C:43]([O:44][CH3:45])[C:38]=2[N:37]=1. (2) Given the reactants [Br:1][C:2]1[C:10]2[O:9][CH:8]([CH2:11][OH:12])[CH2:7][C:6]=2[CH:5]=[C:4]([CH3:13])[CH:3]=1.[C:14]1([CH3:24])[CH:19]=[CH:18][C:17]([S:20](Cl)(=[O:22])=[O:21])=[CH:16][CH:15]=1, predict the reaction product. The product is: [CH3:24][C:14]1[CH:19]=[CH:18][C:17]([S:20]([O:12][CH2:11][CH:8]2[CH2:7][C:6]3[CH:5]=[C:4]([CH3:13])[CH:3]=[C:2]([Br:1])[C:10]=3[O:9]2)(=[O:22])=[O:21])=[CH:16][CH:15]=1. (3) Given the reactants [N:1]12[CH2:8][CH2:7][CH:4]([CH2:5][CH2:6]1)[CH:3]([C:9]([O:11][CH:12]([C:19]1[CH:24]=[CH:23][C:22]([F:25])=[C:21]([F:26])[CH:20]=1)[C:13]1[CH:18]=[CH:17][CH:16]=[CH:15][CH:14]=1)=[O:10])[CH2:2]2.[Cl:27][CH2:28][C:29]([C:31]1[S:32][CH:33]=[CH:34][CH:35]=1)=[O:30], predict the reaction product. The product is: [Cl-:27].[F:26][C:21]1[CH:20]=[C:19]([CH:12]([C:13]2[CH:18]=[CH:17][CH:16]=[CH:15][CH:14]=2)[O:11][C:9]([CH:3]2[CH:4]3[CH2:5][CH2:6][N+:1]([CH2:28][C:29](=[O:30])[C:31]4[S:32][CH:33]=[CH:34][CH:35]=4)([CH2:8][CH2:7]3)[CH2:2]2)=[O:10])[CH:24]=[CH:23][C:22]=1[F:25]. (4) Given the reactants [CH3:1][N:2]([CH3:7])[CH2:3][C:4]([OH:6])=O.N1(O)C2C=CC=CC=2N=N1.Cl.CN(C)CCCN=C=NCC.[Cl:30][C:31]1[CH:32]=[C:33]([CH:36]=[C:37]([O:39][C:40]2[C:41](=[O:60])[N:42]([CH2:50][C:51]3[C:59]4[C:54](=[N:55][CH:56]=[CH:57][CH:58]=4)[NH:53][N:52]=3)[CH:43]=[CH:44][C:45]=2[C:46]([F:49])([F:48])[F:47])[CH:38]=1)[C:34]#[N:35].[C:61]([OH:67])([C:63]([F:66])([F:65])[F:64])=[O:62], predict the reaction product. The product is: [F:64][C:63]([F:66])([F:65])[C:61]([O-:67])=[O:62].[Cl:30][C:31]1[CH:38]=[C:37]([CH:36]=[C:33]([C:34]#[N:35])[CH:32]=1)[O:39][C:40]1[C:41](=[O:60])[N:42]([CH2:50][C:51]2[C:59]3[C:54](=[N:55][CH:56]=[CH:57][CH:58]=3)[N:53]([C:4](=[O:6])[CH2:3][NH+:2]([CH3:7])[CH3:1])[N:52]=2)[CH:43]=[CH:44][C:45]=1[C:46]([F:47])([F:48])[F:49]. (5) Given the reactants [CH3:1][C:2](=[O:7])[CH2:3][C:4](=[O:6])[CH3:5].O.[CH3:9][O:10][C:11]1[CH:12]=[C:13]([CH:16]=[CH:17][CH:18]=1)[CH2:14]Br, predict the reaction product. The product is: [CH3:9][O:10][C:11]1[CH:12]=[C:13]([CH:16]=[CH:17][CH:18]=1)[CH2:14][CH:3]([C:2](=[O:7])[CH3:1])[C:4](=[O:6])[CH3:5]. (6) Given the reactants [Cl:1][C:2]1[CH:3]=[C:4]2[C:10]([C:11]3[N:16]=[C:15](S(C)(=O)=O)[C:14]([F:21])=[CH:13][N:12]=3)=[CH:9][N:8]([S:22]([C:25]3[CH:31]=[CH:30][C:28]([CH3:29])=[CH:27][CH:26]=3)(=[O:24])=[O:23])[C:5]2=[N:6][CH:7]=1.[NH2:32][CH:33]1[CH2:38][CH2:37][CH2:36][CH:35]([OH:39])[CH2:34]1.CCN(C(C)C)C(C)C, predict the reaction product. The product is: [Cl:1][C:2]1[CH:3]=[C:4]2[C:10]([C:11]3[N:16]=[C:15]([NH:32][CH:33]4[CH2:38][CH2:37][CH2:36][C@H:35]([OH:39])[CH2:34]4)[C:14]([F:21])=[CH:13][N:12]=3)=[CH:9][N:8]([S:22]([C:25]3[CH:31]=[CH:30][C:28]([CH3:29])=[CH:27][CH:26]=3)(=[O:24])=[O:23])[C:5]2=[N:6][CH:7]=1. (7) Given the reactants [H-].[Na+].[NH2:3][CH:4]1[CH:11]2[CH2:12][C:7]3([OH:14])[CH2:8][CH:9]([CH2:13][CH:5]1[CH2:6]3)[CH2:10]2.[CH2:15]([O:22][C:23]1[C:32]2[C:27](=[CH:28][C:29](F)=[C:30]([Cl:33])[CH:31]=2)[CH:26]=[CH:25][N:24]=1)[C:16]1[CH:21]=[CH:20][CH:19]=[CH:18][CH:17]=1, predict the reaction product. The product is: [CH2:15]([O:22][C:23]1[C:32]2[C:27](=[CH:28][C:29]([O:14][C:7]34[CH2:12][CH:11]5[CH2:10][CH:9]([CH2:13][CH:5]([CH:4]5[NH2:3])[CH2:6]3)[CH2:8]4)=[C:30]([Cl:33])[CH:31]=2)[CH:26]=[CH:25][N:24]=1)[C:16]1[CH:17]=[CH:18][CH:19]=[CH:20][CH:21]=1.